Task: Predict the reaction yield, written as a fraction of the theoretical maximum amount of product (1.0 means a 100% yield; for example, 0.34 means a 34% yield).. Dataset: Reaction yield outcomes from USPTO patents with 853,638 reactions (1) The reactants are P(C)(C)C.[N:5]([CH2:8][C:9]1[N:10]=[N:11][C:12]([C:15]2[C:20]([F:21])=[CH:19][CH:18]=[CH:17][C:16]=2[F:22])=[CH:13][CH:14]=1)=[N+]=[N-].[N:23]([C:26]1[CH:27]=[N:28][CH:29]=[CH:30][C:31]=1[N:32]1[CH2:37][CH2:36][N:35]([C:38]([O:40][C:41]([CH3:44])([CH3:43])[CH3:42])=[O:39])[CH2:34][CH2:33]1)=[C:24]=S. The catalyst is C1COCC1.CCOC(C)=O. The product is [F:22][C:16]1[CH:17]=[CH:18][CH:19]=[C:20]([F:21])[C:15]=1[C:12]1[CH:13]=[CH:14][C:9]2[N:10]([C:24]([NH:23][C:26]3[CH:27]=[N:28][CH:29]=[CH:30][C:31]=3[N:32]3[CH2:37][CH2:36][N:35]([C:38]([O:40][C:41]([CH3:44])([CH3:43])[CH3:42])=[O:39])[CH2:34][CH2:33]3)=[N:5][CH:8]=2)[N:11]=1. The yield is 0.750. (2) The reactants are [Cl:1][C:2]1[CH:11]=[CH:10][CH:9]=[C:8]2[C:3]=1[C:4](=[O:21])[N:5]([C:14]1[CH:19]=[CH:18][CH:17]=[CH:16][C:15]=1[CH3:20])[C:6]([CH2:12]Cl)=[N:7]2.O.[SH:23][C:24]1[N:32]=[CH:31][N:30]=[C:29]2[C:25]=1[NH:26][CH:27]=[N:28]2.C([O-])([O-])=O.[K+].[K+]. The catalyst is CN(C=O)C. The product is [Cl:1][C:2]1[CH:11]=[CH:10][CH:9]=[C:8]2[C:3]=1[C:4](=[O:21])[N:5]([C:14]1[CH:19]=[CH:18][CH:17]=[CH:16][C:15]=1[CH3:20])[C:6]([CH2:12][S:23][C:24]1[N:32]=[CH:31][N:30]=[C:29]3[C:25]=1[N:26]=[CH:27][NH:28]3)=[N:7]2. The yield is 0.460. (3) The reactants are Br[C:2]1[CH:3]=[N:4][C:5]2[N:6]([N:8]=[C:9]([C:21]3[CH:26]=[CH:25][CH:24]=[CH:23][CH:22]=3)[C:10]=2[CH2:11][N:12]2[CH2:16][CH:15]([CH2:17][CH2:18][CH3:19])[CH2:14][C:13]2=[O:20])[CH:7]=1.[O-:27]P([O-])([O-])=O.[K+].[K+].[K+]. The product is [OH:27][C:2]1[CH:3]=[N:4][C:5]2[N:6]([N:8]=[C:9]([C:21]3[CH:26]=[CH:25][CH:24]=[CH:23][CH:22]=3)[C:10]=2[CH2:11][N:12]2[CH2:16][CH:15]([CH2:17][CH2:18][CH3:19])[CH2:14][C:13]2=[O:20])[CH:7]=1. The catalyst is O.[Pd]. The yield is 0.220. (4) The product is [NH2:1][C:2]1[C:3]([F:23])=[CH:4][C:5]([Cl:22])=[C:6]([C:8]2[C:9](=[O:21])[N:10]([CH2:19][CH3:20])[C:11]3[C:16]([CH:17]=2)=[CH:15][N:14]=[C:13]([NH:29][CH:26]2[CH2:27][CH2:28][O:24][CH2:25]2)[CH:12]=3)[CH:7]=1. The reactants are [NH2:1][C:2]1[C:3]([F:23])=[CH:4][C:5]([Cl:22])=[C:6]([C:8]2[C:9](=[O:21])[N:10]([CH2:19][CH3:20])[C:11]3[C:16]([CH:17]=2)=[CH:15][N:14]=[C:13](Cl)[CH:12]=3)[CH:7]=1.[O:24]1[CH2:28][CH2:27][CH:26]([NH2:29])[CH2:25]1.C1CCN2C(=NCCC2)CC1. The yield is 0.250. The catalyst is CN1C(=O)CCC1. (5) The reactants are [ClH:1].Cl.[NH2:3][C:4]1[NH:5][C:6](=[CH:10][CH2:11][CH2:12][NH2:13])[C:7](=[O:9])[N:8]=1.Cl.NC1NC=C(CCCN[C:25]([C:27]2[N:28]([CH3:34])[C:29]([Br:33])=[C:30]([Br:32])[CH:31]=2)=[O:26])N=1. No catalyst specified. The product is [ClH:1].[NH2:3][C:4]1[NH:5][C:6](=[CH:10][CH2:11][CH2:12][NH:13][C:25]([C:27]2[N:28]([CH3:34])[C:29]([Br:33])=[C:30]([Br:32])[CH:31]=2)=[O:26])[C:7](=[O:9])[N:8]=1. The yield is 0.470. (6) The reactants are [CH:1]1([N:6]2[C:11]3[N:12]=[C:13]([S:16][CH3:17])[N:14]=[CH:15][C:10]=3[CH:9]=[C:8]([CH3:18])[C:7]2=[O:19])[CH2:5][CH2:4][CH2:3][CH2:2]1.CO.C1(S(N2C(C3C=CC=CC=3)O2)(=O)=[O:29])C=CC=CC=1. The catalyst is ClCCl. The product is [CH:1]1([N:6]2[C:11]3[N:12]=[C:13]([S:16]([CH3:17])=[O:29])[N:14]=[CH:15][C:10]=3[CH:9]=[C:8]([CH3:18])[C:7]2=[O:19])[CH2:2][CH2:3][CH2:4][CH2:5]1. The yield is 0.848. (7) The reactants are [CH2:1]([O:8][CH2:9][CH2:10][C:11]1[N:12]=[C:13]([C:16]2[CH:21]=[CH:20][CH:19]=[CH:18][CH:17]=2)[O:14][CH:15]=1)[C:2]1[CH:7]=[CH:6][CH:5]=[CH:4][CH:3]=1.[CH2:22]([Li])[CH2:23][CH2:24]C.C(I)CC. The catalyst is C1COCC1. The product is [CH2:1]([O:8][CH2:9][CH2:10][C:11]1[N:12]=[C:13]([C:16]2[CH:21]=[CH:20][CH:19]=[CH:18][CH:17]=2)[O:14][C:15]=1[CH2:22][CH2:23][CH3:24])[C:2]1[CH:3]=[CH:4][CH:5]=[CH:6][CH:7]=1. The yield is 0.440.